Dataset: Forward reaction prediction with 1.9M reactions from USPTO patents (1976-2016). Task: Predict the product of the given reaction. (1) The product is: [Cl:34][C:35]1[CH:40]=[C:39]([F:41])[CH:38]=[CH:37][C:36]=1[CH2:42][NH:43][C:14](=[O:16])[C@@H:5]1[CH2:4][CH2:3][C:2](=[O:1])[N:6]1[CH2:7][C:8]1[CH:9]=[CH:10][CH:11]=[CH:12][CH:13]=1. Given the reactants [O:1]=[C:2]1[N:6]([CH2:7][C:8]2[CH:13]=[CH:12][CH:11]=[CH:10][CH:9]=2)[C@H:5]([C:14]([OH:16])=O)[CH2:4][CH2:3]1.ON1C2C=CC=CC=2N=N1.C(N(CC)CC)C.[Cl:34][C:35]1[CH:40]=[C:39]([F:41])[CH:38]=[CH:37][C:36]=1[CH2:42][NH2:43].Cl.CN(C)CCCN=C=NCC, predict the reaction product. (2) The product is: [Cl:1][C:2]1[C:11]2[C:6](=[CH:7][CH:8]=[C:9]([C:12]([C:20]3[CH:21]=[CH:22][C:23]([Cl:26])=[CH:24][CH:25]=3)([C:13]3[N:17]([CH3:18])[CH:16]=[N:15][CH:14]=3)[OH:19])[CH:10]=2)[N:5]=[C:4]([O:27][CH3:28])[C:3]=1[O:29][CH2:33][CH:30]1[CH2:32][CH2:31]1. Given the reactants [Cl:1][C:2]1[C:11]2[C:6](=[CH:7][CH:8]=[C:9]([C:12]([C:20]3[CH:25]=[CH:24][C:23]([Cl:26])=[CH:22][CH:21]=3)([OH:19])[C:13]3[N:17]([CH3:18])[CH:16]=[N:15][CH:14]=3)[CH:10]=2)[N:5]=[C:4]([O:27][CH3:28])[C:3]=1[OH:29].[CH:30]1([CH2:33]O)[CH2:32][CH2:31]1, predict the reaction product.